From a dataset of NCI-60 drug combinations with 297,098 pairs across 59 cell lines. Regression. Given two drug SMILES strings and cell line genomic features, predict the synergy score measuring deviation from expected non-interaction effect. (1) Synergy scores: CSS=-0.529, Synergy_ZIP=-1.58, Synergy_Bliss=-5.38, Synergy_Loewe=-8.66, Synergy_HSA=-8.79. Cell line: SNB-75. Drug 1: C1CCC(C1)C(CC#N)N2C=C(C=N2)C3=C4C=CNC4=NC=N3. Drug 2: CC12CCC3C(C1CCC2OP(=O)(O)O)CCC4=C3C=CC(=C4)OC(=O)N(CCCl)CCCl.[Na+]. (2) Drug 1: COC1=CC(=CC(=C1O)OC)C2C3C(COC3=O)C(C4=CC5=C(C=C24)OCO5)OC6C(C(C7C(O6)COC(O7)C8=CC=CS8)O)O. Cell line: HCT116. Drug 2: C(CC(=O)O)C(=O)CN.Cl. Synergy scores: CSS=52.4, Synergy_ZIP=0.371, Synergy_Bliss=0.798, Synergy_Loewe=-0.491, Synergy_HSA=2.20. (3) Drug 1: C1=NC(=NC(=O)N1C2C(C(C(O2)CO)O)O)N. Drug 2: C1C(C(OC1N2C=NC3=C2NC=NCC3O)CO)O. Cell line: EKVX. Synergy scores: CSS=5.47, Synergy_ZIP=-3.35, Synergy_Bliss=0.687, Synergy_Loewe=0.779, Synergy_HSA=1.06. (4) Drug 1: CC(CN1CC(=O)NC(=O)C1)N2CC(=O)NC(=O)C2. Drug 2: COC1=CC(=CC(=C1O)OC)C2C3C(COC3=O)C(C4=CC5=C(C=C24)OCO5)OC6C(C(C7C(O6)COC(O7)C8=CC=CS8)O)O. Cell line: UO-31. Synergy scores: CSS=20.0, Synergy_ZIP=-5.60, Synergy_Bliss=-1.04, Synergy_Loewe=3.12, Synergy_HSA=3.22. (5) Drug 1: CCCCC(=O)OCC(=O)C1(CC(C2=C(C1)C(=C3C(=C2O)C(=O)C4=C(C3=O)C=CC=C4OC)O)OC5CC(C(C(O5)C)O)NC(=O)C(F)(F)F)O. Drug 2: C1=NNC2=C1C(=O)NC=N2. Cell line: NCIH23. Synergy scores: CSS=51.2, Synergy_ZIP=0.114, Synergy_Bliss=3.64, Synergy_Loewe=-15.8, Synergy_HSA=1.46.